Dataset: Full USPTO retrosynthesis dataset with 1.9M reactions from patents (1976-2016). Task: Predict the reactants needed to synthesize the given product. (1) Given the product [CH3:13][O:12][C:10](=[O:11])[CH2:9][C:3]1[CH:4]=[CH:5][C:6]([N:22]2[CH:23]=[CH:24][CH:25]=[CH:26][C:21]2=[O:20])=[CH:7][C:2]=1[F:1], predict the reactants needed to synthesize it. The reactants are: [F:1][C:2]1[CH:7]=[C:6](I)[CH:5]=[CH:4][C:3]=1[CH2:9][C:10]([O:12][CH3:13])=[O:11].C(=O)([O-])[O-].[K+].[K+].[OH:20][C:21]1[CH:26]=[CH:25][CH:24]=[CH:23][N:22]=1. (2) Given the product [O:8]1[CH2:13][CH2:12][CH2:11][CH2:10][CH:9]1[O:1][CH2:2][CH2:3][C:4]([O:6][CH3:7])=[O:5], predict the reactants needed to synthesize it. The reactants are: [OH:1][CH2:2][CH2:3][C:4]([O:6][CH3:7])=[O:5].[O:8]1[CH:13]=[CH:12][CH2:11][CH2:10][CH2:9]1. (3) Given the product [CH3:14][C@:15]1([CH2:22][S:23]([N:11]2[CH2:10][CH:9]=[C:8]([C:7]#[C:6][Si:3]([CH3:4])([CH3:5])[CH3:2])[CH2:13][CH2:12]2)(=[O:25])=[O:24])[NH:16][C:17](=[O:21])[NH:18][C:19]1=[O:20], predict the reactants needed to synthesize it. The reactants are: Cl.[CH3:2][Si:3]([C:6]#[C:7][C:8]1[CH2:9][CH2:10][NH:11][CH2:12][CH:13]=1)([CH3:5])[CH3:4].[CH3:14][C@@:15]1([CH2:22][S:23](Cl)(=[O:25])=[O:24])[C:19](=[O:20])[NH:18][C:17](=[O:21])[NH:16]1.C(N(C(C)C)C(C)C)C. (4) Given the product [OH:26][C:23]1([C:14]2[CH:15]=[N:16][CH:17]=[CH:18][CH:19]=2)[CH2:24][CH2:25][O:20][CH2:21][CH2:22]1, predict the reactants needed to synthesize it. The reactants are: C1(C)C=CC=CC=1.C([Li])CCC.Br[C:14]1[CH:15]=[N:16][CH:17]=[CH:18][CH:19]=1.[O:20]1[CH2:25][CH2:24][C:23](=[O:26])[CH2:22][CH2:21]1.